This data is from Full USPTO retrosynthesis dataset with 1.9M reactions from patents (1976-2016). The task is: Predict the reactants needed to synthesize the given product. (1) Given the product [CH3:31][O:30][C:25]1[CH:26]=[CH:27][CH:28]=[CH:29][C:24]=1[CH:13]([C:14]1[CH:15]=[N:16][C:17]2[C:22]([CH:23]=1)=[CH:21][CH:20]=[CH:19][CH:18]=2)[C:9]([CH3:32])([C:10]([N:45]1[CH2:44][CH2:43][CH:42]([C:38]2[CH:39]=[CH:40][CH:41]=[C:36]([C:35]([F:34])([F:48])[F:49])[CH:37]=2)[CH2:47][CH2:46]1)=[O:11])[C:7]#[N:8], predict the reactants needed to synthesize it. The reactants are: C(Cl)(=O)C(Cl)=O.[C:7]([C:9]([CH3:32])([CH:13]([C:24]1[CH:29]=[CH:28][CH:27]=[CH:26][C:25]=1[O:30][CH3:31])[C:14]1[CH:15]=[N:16][C:17]2[C:22]([CH:23]=1)=[CH:21][CH:20]=[CH:19][CH:18]=2)[C:10](O)=[O:11])#[N:8].Cl.[F:34][C:35]([F:49])([F:48])[C:36]1[CH:37]=[C:38]([CH:42]2[CH2:47][CH2:46][NH2+:45][CH2:44][CH2:43]2)[CH:39]=[CH:40][CH:41]=1.C(N(CC)CC)C. (2) Given the product [Br:17][C:14]1[CH:13]=[C:3]2[C:2](=[CH:16][CH:15]=1)[N:1]=[CH:18][N:6]([C:7]1[CH:12]=[CH:11][CH:10]=[CH:9][CH:8]=1)[C:4]2=[O:5], predict the reactants needed to synthesize it. The reactants are: [NH2:1][C:2]1[CH:16]=[CH:15][C:14]([Br:17])=[CH:13][C:3]=1[C:4]([NH:6][C:7]1[CH:12]=[CH:11][CH:10]=[CH:9][CH:8]=1)=[O:5].[CH:18](OCC)(OCC)OCC.